This data is from Forward reaction prediction with 1.9M reactions from USPTO patents (1976-2016). The task is: Predict the product of the given reaction. (1) Given the reactants [CH3:1][N:2]([CH3:38])[CH2:3][C@H:4]([NH:16][S:17]([C:20]1[CH:25]=[CH:24][C:23]([O:26][CH2:27][CH3:28])=[C:22]([NH:29][C:30]([N:32]2[CH2:37][CH2:36][O:35][CH2:34][CH2:33]2)=[O:31])[CH:21]=1)(=[O:19])=[O:18])[CH2:5][C:6]([O:8][CH2:9][C:10]1[CH:15]=[CH:14][CH:13]=[CH:12][CH:11]=1)=[O:7].[CH3:39][I:40], predict the reaction product. The product is: [I-:40].[CH2:9]([O:8][C:6](=[O:7])[CH2:5][C@@H:4]([NH:16][S:17]([C:20]1[CH:25]=[CH:24][C:23]([O:26][CH2:27][CH3:28])=[C:22]([NH:29][C:30]([N:32]2[CH2:33][CH2:34][O:35][CH2:36][CH2:37]2)=[O:31])[CH:21]=1)(=[O:18])=[O:19])[CH2:3][N+:2]([CH3:39])([CH3:1])[CH3:38])[C:10]1[CH:15]=[CH:14][CH:13]=[CH:12][CH:11]=1. (2) Given the reactants Br[C:2]1[C:10]2[N:9]=[C:8]([CH:11]([CH3:13])[CH3:12])[N:7]([CH2:14][C:15]3[CH:20]=[CH:19][CH:18]=[C:17]([C:21]([F:24])([F:23])[F:22])[C:16]=3[CH3:25])[C:6]=2[CH:5]=[C:4]([N:26]2[CH2:31][CH2:30][O:29][CH2:28][CH2:27]2)[CH:3]=1.[B:32]1(B2OC(C)(C)C(C)(C)O2)[O:36]C(C)(C)C(C)(C)[O:33]1.CC(C1C=C(C(C)C)C(C2C=CC=CC=2P(C2CCCCC2)C2CCCCC2)=C(C(C)C)C=1)C.C([O-])(=O)C.[K+].Cl, predict the reaction product. The product is: [CH:11]([C:8]1[N:7]([CH2:14][C:15]2[CH:20]=[CH:19][CH:18]=[C:17]([C:21]([F:23])([F:24])[F:22])[C:16]=2[CH3:25])[C:6]2[CH:5]=[C:4]([N:26]3[CH2:27][CH2:28][O:29][CH2:30][CH2:31]3)[CH:3]=[C:2]([B:32]([OH:36])[OH:33])[C:10]=2[N:9]=1)([CH3:13])[CH3:12]. (3) Given the reactants [CH3:1][CH2:2][CH2:3][NH:4][C@@H:5]1[CH2:14][C:9]2[S:10][C:11]([NH2:13])=[N:12][C:8]=2[CH2:7][CH2:6]1.Cl.C(O)(=O)COCCOCC(O)=O.C1CN([P+](ON2N=NC3C=CC=CC2=3)(N2CCCC2)N2CCCC2)CC1.F[P-](F)(F)(F)(F)F.CN1CCOCC1, predict the reaction product. The product is: [CH3:1][CH2:2][CH2:3][NH:4][C@@H:5]1[CH2:14][C:9]2[S:10][C:11]([NH2:13])=[N:12][C:8]=2[CH2:7][CH2:6]1. (4) Given the reactants Br[C:2]1[S:22][C:5]2=[N:6][C:7]([CH3:21])=[CH:8][C:9]([NH:10][S:11]([C:14]3[CH:19]=[CH:18][CH:17]=[C:16]([Cl:20])[CH:15]=3)(=[O:13])=[O:12])=[C:4]2[C:3]=1[C:23]1[CH:28]=[CH:27][CH:26]=[C:25]([O:29][CH3:30])[CH:24]=1.[NH:31]1[CH:35]=[CH:34][C:33](B(O)O)=[N:32]1.C(=O)([O-])[O-].[K+].[K+].O, predict the reaction product. The product is: [Cl:20][C:16]1[CH:15]=[C:14]([S:11]([NH:10][C:9]2[CH:8]=[C:7]([CH3:21])[N:6]=[C:5]3[S:22][C:2]([C:35]4[CH:34]=[CH:33][NH:32][N:31]=4)=[C:3]([C:23]4[CH:28]=[CH:27][CH:26]=[C:25]([O:29][CH3:30])[CH:24]=4)[C:4]=23)(=[O:13])=[O:12])[CH:19]=[CH:18][CH:17]=1. (5) Given the reactants C[O:2][C:3]1[CH:4]=[C:5]2[C:13](=[CH:14][CH:15]=1)[C:12]1[S:11][C:10]([C:16]#[N:17])=[N:9][C:8]=1[CH:7]=[CH:6]2, predict the reaction product. The product is: [OH:2][C:3]1[CH:4]=[C:5]2[C:13](=[CH:14][CH:15]=1)[C:12]1[S:11][C:10]([C:16]#[N:17])=[N:9][C:8]=1[CH:7]=[CH:6]2.